From a dataset of Full USPTO retrosynthesis dataset with 1.9M reactions from patents (1976-2016). Predict the reactants needed to synthesize the given product. (1) The reactants are: [C@]12(CS(O)(=O)=O)C(C)(C)C(CC1)CC2=O.[NH2:16][C:17]1[CH:45]=[CH:44][C:20]([O:21][C:22]2[CH:27]=[CH:26][N:25]=[C:24]([NH:28][C:29](=[O:43])[N:30]([CH:32]3[CH2:37][CH2:36][N:35]([CH2:38][CH2:39][N:40]([CH3:42])[CH3:41])[CH2:34][CH2:33]3)[CH3:31])[CH:23]=2)=[CH:19][CH:18]=1.[F:46][C:47]1[CH:52]=[CH:51][C:50]([CH2:53][C:54]([N:56]=[C:57]=[S:58])=[O:55])=[CH:49][CH:48]=1. Given the product [CH3:42][N:40]([CH3:41])[CH2:39][CH2:38][N:35]1[CH2:36][CH2:37][CH:32]([N:30]([CH3:31])[C:29]([NH:28][C:24]2[CH:23]=[C:22]([O:21][C:20]3[CH:19]=[CH:18][C:17]([NH:16][C:57]([NH:56][C:54](=[O:55])[CH2:53][C:50]4[CH:51]=[CH:52][C:47]([F:46])=[CH:48][CH:49]=4)=[S:58])=[CH:45][CH:44]=3)[CH:27]=[CH:26][N:25]=2)=[O:43])[CH2:33][CH2:34]1, predict the reactants needed to synthesize it. (2) Given the product [NH2:17][C:13]1[N:12]=[C:11]2[N:10]([CH3:18])[N:9]=[C:8]([C:5]3[CH:6]=[CH:7][C:2]([NH:1][S:28]([CH3:27])(=[O:30])=[O:29])=[C:3]([F:19])[CH:4]=3)[C:16]2=[CH:15][N:14]=1, predict the reactants needed to synthesize it. The reactants are: [NH2:1][C:2]1[CH:7]=[CH:6][C:5]([C:8]2[C:16]3[C:11](=[N:12][C:13]([NH2:17])=[N:14][CH:15]=3)[N:10]([CH3:18])[N:9]=2)=[CH:4][C:3]=1[F:19].C(=O)=O.CC(C)=O.[CH3:27][S:28](Cl)(=[O:30])=[O:29]. (3) Given the product [CH3:12][N:10]1[C:11]2[C:7](=[CH:6][CH:5]=[CH:4][C:3]=2[CH2:1][N:27]2[CH2:28][CH2:29][N:24]([C:22]([C@@H:18]3[CH2:19][CH2:20][CH2:21][N:17]3[CH3:16])=[O:23])[CH2:25][CH2:26]2)[CH:8]=[C:9]1[C:13]([OH:15])=[O:14], predict the reactants needed to synthesize it. The reactants are: [CH:1]([C:3]1[CH:4]=[CH:5][CH:6]=[C:7]2[C:11]=1[N:10]([CH3:12])[C:9]([C:13]([OH:15])=[O:14])=[CH:8]2)=O.[CH3:16][N:17]1[CH2:21][CH2:20][CH2:19][CH:18]1[C:22]([N:24]1[CH2:29][CH2:28][NH:27][CH2:26][CH2:25]1)=[O:23].ClCCl.CO. (4) The reactants are: C[O:2][C:3]([CH:5]1[CH2:9][CH:8]([O:10][S:11]([CH3:14])(=[O:13])=[O:12])[CH2:7][N:6]1[C:15]([O:17][C:18]([CH3:21])([CH3:20])[CH3:19])=[O:16])=O.[BH4-].[Li+].Cl. Given the product [C:18]([O:17][C:15]([N:6]1[CH2:7][CH:8]([O:10][S:11]([CH3:14])(=[O:12])=[O:13])[CH2:9][CH:5]1[CH2:3][OH:2])=[O:16])([CH3:21])([CH3:20])[CH3:19], predict the reactants needed to synthesize it. (5) Given the product [CH3:1][N:2]1[CH2:7][CH2:6][C:5]2[N:8]([CH2:28][CH2:29][C:30]3[CH:31]=[N:32][C:33]([CH3:36])=[CH:34][CH:35]=3)[C:9]3[C:14]([C:4]=2[CH2:3]1)=[CH:13][CH:12]=[CH:11][N:10]=3, predict the reactants needed to synthesize it. The reactants are: [CH3:1][N:2]1[CH2:7][CH2:6][C:5]2[NH:8][C:9]3[C:14]([C:4]=2[CH2:3]1)=[CH:13][CH:12]=[CH:11][N:10]=3.[H-].[Na+].CC1C=CC(S(O[CH2:28][CH2:29][C:30]2[CH:31]=[N:32][C:33]([CH3:36])=[CH:34][CH:35]=2)(=O)=O)=CC=1. (6) Given the product [CH2:1]([O:3][C:4]([C:6]1[N:7]([CH2:18][C:19]2[C:28]3[C:23](=[CH:24][CH:25]=[CH:26][CH:27]=3)[CH:22]=[CH:21][CH:20]=2)[C:8]2[C:13]([C:14]=1[CH2:15][NH:16][C:31]([O:33][CH3:34])=[O:32])=[CH:12][C:11]([F:17])=[CH:10][CH:9]=2)=[O:5])[CH3:2], predict the reactants needed to synthesize it. The reactants are: [CH2:1]([O:3][C:4]([C:6]1[N:7]([CH2:18][C:19]2[C:28]3[C:23](=[CH:24][CH:25]=[CH:26][CH:27]=3)[CH:22]=[CH:21][CH:20]=2)[C:8]2[C:13]([C:14]=1[CH2:15][NH2:16])=[CH:12][C:11]([F:17])=[CH:10][CH:9]=2)=[O:5])[CH3:2].Cl.Cl[C:31]([O:33][CH3:34])=[O:32].